From a dataset of NCI-60 drug combinations with 297,098 pairs across 59 cell lines. Regression. Given two drug SMILES strings and cell line genomic features, predict the synergy score measuring deviation from expected non-interaction effect. (1) Drug 1: C1CC(=O)NC(=O)C1N2C(=O)C3=CC=CC=C3C2=O. Drug 2: N.N.Cl[Pt+2]Cl. Cell line: T-47D. Synergy scores: CSS=14.1, Synergy_ZIP=-4.39, Synergy_Bliss=-1.17, Synergy_Loewe=-6.61, Synergy_HSA=-2.31. (2) Drug 1: CCCS(=O)(=O)NC1=C(C(=C(C=C1)F)C(=O)C2=CNC3=C2C=C(C=N3)C4=CC=C(C=C4)Cl)F. Drug 2: B(C(CC(C)C)NC(=O)C(CC1=CC=CC=C1)NC(=O)C2=NC=CN=C2)(O)O. Cell line: SR. Synergy scores: CSS=51.6, Synergy_ZIP=18.2, Synergy_Bliss=17.9, Synergy_Loewe=-13.3, Synergy_HSA=20.6. (3) Drug 1: CCC1(CC2CC(C3=C(CCN(C2)C1)C4=CC=CC=C4N3)(C5=C(C=C6C(=C5)C78CCN9C7C(C=CC9)(C(C(C8N6C=O)(C(=O)OC)O)OC(=O)C)CC)OC)C(=O)OC)O.OS(=O)(=O)O. Drug 2: CC1=C(C(=O)C2=C(C1=O)N3CC4C(C3(C2COC(=O)N)OC)N4)N. Cell line: DU-145. Synergy scores: CSS=39.1, Synergy_ZIP=-1.68, Synergy_Bliss=-2.80, Synergy_Loewe=-11.8, Synergy_HSA=-2.63. (4) Drug 1: C1CC(=O)NC(=O)C1N2C(=O)C3=CC=CC=C3C2=O. Drug 2: B(C(CC(C)C)NC(=O)C(CC1=CC=CC=C1)NC(=O)C2=NC=CN=C2)(O)O. Cell line: NCI/ADR-RES. Synergy scores: CSS=-2.33, Synergy_ZIP=3.93, Synergy_Bliss=1.65, Synergy_Loewe=-18.9, Synergy_HSA=-0.619. (5) Drug 1: CN(C(=O)NC(C=O)C(C(C(CO)O)O)O)N=O. Drug 2: B(C(CC(C)C)NC(=O)C(CC1=CC=CC=C1)NC(=O)C2=NC=CN=C2)(O)O. Cell line: 786-0. Synergy scores: CSS=27.0, Synergy_ZIP=0.840, Synergy_Bliss=1.21, Synergy_Loewe=-64.3, Synergy_HSA=0.0222. (6) Drug 1: C(CCl)NC(=O)N(CCCl)N=O. Drug 2: B(C(CC(C)C)NC(=O)C(CC1=CC=CC=C1)NC(=O)C2=NC=CN=C2)(O)O. Cell line: MALME-3M. Synergy scores: CSS=49.0, Synergy_ZIP=-3.87, Synergy_Bliss=-3.66, Synergy_Loewe=-25.3, Synergy_HSA=-0.643. (7) Drug 1: CC1CCC2CC(C(=CC=CC=CC(CC(C(=O)C(C(C(=CC(C(=O)CC(OC(=O)C3CCCCN3C(=O)C(=O)C1(O2)O)C(C)CC4CCC(C(C4)OC)OCCO)C)C)O)OC)C)C)C)OC. Drug 2: CN(CC1=CN=C2C(=N1)C(=NC(=N2)N)N)C3=CC=C(C=C3)C(=O)NC(CCC(=O)O)C(=O)O. Cell line: PC-3. Synergy scores: CSS=65.0, Synergy_ZIP=4.36, Synergy_Bliss=0.931, Synergy_Loewe=-8.41, Synergy_HSA=0.409. (8) Drug 1: CC1C(C(CC(O1)OC2CC(OC(C2O)C)OC3=CC4=CC5=C(C(=O)C(C(C5)C(C(=O)C(C(C)O)O)OC)OC6CC(C(C(O6)C)O)OC7CC(C(C(O7)C)O)OC8CC(C(C(O8)C)O)(C)O)C(=C4C(=C3C)O)O)O)O. Drug 2: CC1=C(N=C(N=C1N)C(CC(=O)N)NCC(C(=O)N)N)C(=O)NC(C(C2=CN=CN2)OC3C(C(C(C(O3)CO)O)O)OC4C(C(C(C(O4)CO)O)OC(=O)N)O)C(=O)NC(C)C(C(C)C(=O)NC(C(C)O)C(=O)NCCC5=NC(=CS5)C6=NC(=CS6)C(=O)NCCC[S+](C)C)O. Cell line: M14. Synergy scores: CSS=27.3, Synergy_ZIP=-3.70, Synergy_Bliss=1.14, Synergy_Loewe=-2.92, Synergy_HSA=-1.36.